This data is from Catalyst prediction with 721,799 reactions and 888 catalyst types from USPTO. The task is: Predict which catalyst facilitates the given reaction. (1) Reactant: C(O)(C(F)(F)F)=O.[O:8]1[C:12]2[CH:13]=[CH:14][C:15]([CH:17]([C:31]#[N:32])[CH:18]3[CH2:23][CH2:22][N:21](C(OC(C)(C)C)=O)[CH2:20][CH2:19]3)=[CH:16][C:11]=2[O:10][CH2:9]1. Product: [O:8]1[C:12]2[CH:13]=[CH:14][C:15]([CH:17]([CH:18]3[CH2:19][CH2:20][NH:21][CH2:22][CH2:23]3)[C:31]#[N:32])=[CH:16][C:11]=2[O:10][CH2:9]1. The catalyst class is: 2. (2) Reactant: [F:1][C:2]1[CH:3]=[C:4]([CH:14]=[CH:15][CH:16]=1)[CH2:5][CH:6]1[CH2:13][N:12]2[CH:8]([CH2:9][CH2:10][CH2:11]2)[CH2:7]1.[Cl:17][S:18](O)(=[O:20])=[O:19].O.C(=O)(O)[O-].[Na+]. Product: [F:1][C:2]1[CH:16]=[CH:15][C:14]([S:18]([Cl:17])(=[O:20])=[O:19])=[C:4]([CH2:5][CH:6]2[CH2:13][N:12]3[CH:8]([CH2:9][CH2:10][CH2:11]3)[CH2:7]2)[CH:3]=1. The catalyst class is: 26. (3) Reactant: [Cl-].[Al+3].[Cl-].[Cl-].[NH:5]1[CH:9]=[CH:8][CH:7]=[CH:6]1.[Cl:10][C:11]1[CH:19]=[CH:18][C:17]([Cl:20])=[CH:16][C:12]=1[C:13](Cl)=[O:14].Cl. Product: [Cl:10][C:11]1[CH:19]=[CH:18][C:17]([Cl:20])=[CH:16][C:12]=1[C:13]([C:6]1[NH:5][CH:9]=[CH:8][CH:7]=1)=[O:14]. The catalyst class is: 4. (4) Reactant: [CH3:1][N:2]([C:4]1[CH:9]=[CH:8][CH:7]=[CH:6][CH:5]=1)[NH2:3].C(O)(=O)C.[CH:14]([C:16]1[C:25]2[C:20](=[CH:21][CH:22]=[CH:23][CH:24]=2)[N:19]=[CH:18][CH:17]=1)=O. Product: [CH3:1][N:2]([C:4]1[CH:9]=[CH:8][CH:7]=[CH:6][CH:5]=1)[N:3]=[CH:14][C:16]1[C:25]2[C:20](=[CH:21][CH:22]=[CH:23][CH:24]=2)[N:19]=[CH:18][CH:17]=1. The catalyst class is: 8.